This data is from Serine/threonine kinase 33 screen with 319,792 compounds. The task is: Binary Classification. Given a drug SMILES string, predict its activity (active/inactive) in a high-throughput screening assay against a specified biological target. (1) The result is 0 (inactive). The molecule is N(C(/C=C\Nc1cc(ccc1)C)=C(\C#N)C#N)(C)C. (2) The drug is O=C(NCCN1CCCCC1)Cc1c(cccc1)C. The result is 0 (inactive). (3) The molecule is Clc1c(c(NC(=O)CC(NCCN2CCOCC2)C(O)=O)ccc1)C. The result is 0 (inactive). (4) The drug is S=C(NC(=O)/C=C\c1ccc(OC)cc1)NNC(=O)c1nccnc1. The result is 0 (inactive). (5) The molecule is Fc1ccc(CNC(=O)c2c(O)c3c(n(c2=O)C)cccc3)cc1. The result is 0 (inactive). (6) The molecule is Brc1ccc(C(/O)=C2\C(N(C(=O)C2=O)c2ncccc2)c2cc([N+]([O-])=O)ccc2)cc1. The result is 0 (inactive). (7) The molecule is S(=O)(=O)(NC1CC1)c1ccc(S(=O)(=O)NCc2c(OC)cccc2)cc1. The result is 0 (inactive). (8) The molecule is Clc1ccc(N\C=C2\c3c(C=CC2=O)cccc3)nc1. The result is 0 (inactive).